This data is from Peptide-MHC class II binding affinity with 134,281 pairs from IEDB. The task is: Regression. Given a peptide amino acid sequence and an MHC pseudo amino acid sequence, predict their binding affinity value. This is MHC class II binding data. (1) The peptide sequence is LVNLLIFHINGKIIK. The MHC is DRB1_0405 with pseudo-sequence DRB1_0405. The binding affinity (normalized) is 0. (2) The peptide sequence is TYILIDMVLNRMA. The MHC is DRB1_0401 with pseudo-sequence DRB1_0401. The binding affinity (normalized) is 0.149. (3) The peptide sequence is GELQIVDKIDAAFYI. The MHC is DRB4_0101 with pseudo-sequence DRB4_0103. The binding affinity (normalized) is 0.750. (4) The peptide sequence is KILEPFRKYTAFTIP. The MHC is DRB4_0101 with pseudo-sequence DRB4_0103. The binding affinity (normalized) is 0.295. (5) The peptide sequence is DGPIRRNPAGNVARP. The MHC is DRB1_0701 with pseudo-sequence DRB1_0701. The binding affinity (normalized) is 0.139. (6) The peptide sequence is LAAAAAWDALAAELY. The MHC is DRB1_0901 with pseudo-sequence DRB1_0901. The binding affinity (normalized) is 0.522. (7) The peptide sequence is KVKSLKLLNTRRRQL. The MHC is DRB1_0901 with pseudo-sequence DRB1_0901. The binding affinity (normalized) is 0.553.